Dataset: Reaction yield outcomes from USPTO patents with 853,638 reactions. Task: Predict the reaction yield, written as a fraction of the theoretical maximum amount of product (1.0 means a 100% yield; for example, 0.34 means a 34% yield). (1) The reactants are [NH2:1][C:2]1[C:10]([CH3:11])=[CH:9][CH:8]=[CH:7][C:3]=1[C:4]([OH:6])=[O:5].[C:12](=O)([O-])[O-].[Cs+].[Cs+].CI. The catalyst is CN(C)C=O. The product is [NH2:1][C:2]1[C:10]([CH3:11])=[CH:9][CH:8]=[CH:7][C:3]=1[C:4]([O:6][CH3:12])=[O:5]. The yield is 0.920. (2) The reactants are Cl.[CH2:2]([C@H:4]1[CH2:8][NH:7][CH2:6][C@H:5]1[C:9]1[N:13]2[C:14]3[CH:20]=[CH:19][N:18](S(C4C=CC(C)=CC=4)(=O)=O)[C:15]=3[N:16]=[CH:17][C:12]2=[N:11][N:10]=1)[CH3:3].CCN(C(C)C)C(C)C.C1N=CN([C:45]([N:47]2C=N[CH:49]=[CH:48]2)=[O:46])C=1.NCC1[CH2:59][CH2:58][O:57][CH2:56][CH2:55]1. The catalyst is C1COCC1.CN(C1C=CN=CC=1)C. The product is [CH2:2]([C@H:4]1[C@@H:5]([C:9]2[N:13]3[C:14]4[CH:20]=[CH:19][NH:18][C:15]=4[N:16]=[CH:17][C:12]3=[N:11][N:10]=2)[CH2:6][N:7]([C:45]([NH:47][CH2:48][CH:49]2[CH2:59][CH2:58][O:57][CH2:56][CH2:55]2)=[O:46])[CH2:8]1)[CH3:3]. The yield is 0.100. (3) The reactants are [CH2:1]([O:8][C:9]1[CH:10]=[C:11]([CH2:15][C:16]#[N:17])[CH:12]=[CH:13][CH:14]=1)[C:2]1[CH:7]=[CH:6][CH:5]=[CH:4][CH:3]=1.[H-].[H-].[H-].[H-].[Li+].[Al+3]. The catalyst is C1COCC1. The product is [C:2]1([CH2:1][O:8][C:9]2[CH:10]=[C:11]([CH2:15][CH2:16][NH2:17])[CH:12]=[CH:13][CH:14]=2)[CH:3]=[CH:4][CH:5]=[CH:6][CH:7]=1. The yield is 0.510. (4) The reactants are Br[C:2]1[CH:3]=[CH:4][C:5]([F:23])=[C:6]([C:8]([NH:11][C:12]([N:14]2[CH:20]3[CH2:21][CH2:22][N:17]([CH2:18][CH2:19]3)[CH2:16][CH2:15]2)=[O:13])([CH3:10])[CH3:9])[CH:7]=1.[C:24]1(B(O)O)[CH:29]=[CH:28][CH:27]=[CH:26][CH:25]=1. The catalyst is C([O-])(=O)C.[Pd+2].C([O-])(=O)C. The product is [F:23][C:5]1[CH:4]=[CH:3][C:2]([C:24]2[CH:29]=[CH:28][CH:27]=[CH:26][CH:25]=2)=[CH:7][C:6]=1[C:8]([NH:11][C:12]([N:14]1[CH:20]2[CH2:21][CH2:22][N:17]([CH2:18][CH2:19]2)[CH2:16][CH2:15]1)=[O:13])([CH3:10])[CH3:9]. The yield is 0.390. (5) The reactants are Cl[CH2:2][CH2:3][CH2:4][N:5]1[C:14]2[C:9](=[C:10]([CH3:15])[CH:11]=[CH:12][CH:13]=2)[CH2:8][CH2:7][C:6]1=[O:16].[CH2:17]([CH:21]1[CH2:26][CH2:25][NH:24][CH2:23][CH2:22]1)[CH2:18][CH2:19][CH3:20].C([O-])([O-])=O.[K+].[K+]. The catalyst is CC#N. The product is [CH2:17]([CH:21]1[CH2:26][CH2:25][N:24]([CH2:2][CH2:3][CH2:4][N:5]2[C:14]3[C:9](=[C:10]([CH3:15])[CH:11]=[CH:12][CH:13]=3)[CH2:8][CH2:7][C:6]2=[O:16])[CH2:23][CH2:22]1)[CH2:18][CH2:19][CH3:20]. The yield is 0.740.